Dataset: Full USPTO retrosynthesis dataset with 1.9M reactions from patents (1976-2016). Task: Predict the reactants needed to synthesize the given product. Given the product [CH:27]1([C:30]([O:26][CH:23]([C:5]2[C:6]3[N:7]4[CH2:14][CH2:13][CH2:12][N:11]([C:15]5[CH:20]=[CH:19][C:18]([Cl:21])=[CH:17][C:16]=5[Cl:22])[C:8]4=[N:9][C:10]=3[C:2]([Cl:1])=[CH:3][CH:4]=2)[CH2:24][CH3:25])=[O:31])[CH2:29][CH2:28]1, predict the reactants needed to synthesize it. The reactants are: [Cl:1][C:2]1[C:10]2[N:9]=[C:8]3[N:11]([C:15]4[CH:20]=[CH:19][C:18]([Cl:21])=[CH:17][C:16]=4[Cl:22])[CH2:12][CH2:13][CH2:14][N:7]3[C:6]=2[C:5]([CH:23]([OH:26])[CH2:24][CH3:25])=[CH:4][CH:3]=1.[CH:27]1([C:30](O)=[O:31])[CH2:29][CH2:28]1.C(N(CC)CC)C.Cl.C(N=C=NCCCN(C)C)C.